This data is from Catalyst prediction with 721,799 reactions and 888 catalyst types from USPTO. The task is: Predict which catalyst facilitates the given reaction. (1) Reactant: C(OC([N:8]1[CH2:13][CH2:12][CH:11]([C:14]([C:16]2[CH:21]=[CH:20][CH:19]=[CH:18][C:17]=2[C:22]([F:25])([F:24])[F:23])=[O:15])[CH2:10][CH2:9]1)=O)(C)(C)C.[ClH:26]. Product: [ClH:26].[NH:8]1[CH2:9][CH2:10][CH:11]([C:14]([C:16]2[CH:21]=[CH:20][CH:19]=[CH:18][C:17]=2[C:22]([F:23])([F:24])[F:25])=[O:15])[CH2:12][CH2:13]1. The catalyst class is: 12. (2) Reactant: [C:1]1(=[O:11])[NH:5][C:4](=[O:6])[C:3]2=[CH:7][CH:8]=[CH:9][CH:10]=[C:2]12.[K].Br[CH2:14][CH:15]([O:19][CH2:20][CH3:21])[O:16][CH2:17][CH3:18]. Product: [CH2:17]([O:16][CH:15]([O:19][CH2:20][CH3:21])[CH2:14][N:5]1[C:1](=[O:11])[C:2]2[C:3](=[CH:7][CH:8]=[CH:9][CH:10]=2)[C:4]1=[O:6])[CH3:18]. The catalyst class is: 3. (3) Reactant: CN(C)C(N(C)C)=N.[CH3:9][O:10][C:11](=[O:40])[CH:12](P(OC)(OC)=O)[NH:13][C:14](=[O:33])[C:15]1[CH:20]=[CH:19][C:18]([C:21]([NH:23][CH2:24][C:25]2[CH:30]=[CH:29][CH:28]=[C:27]([OH:31])[CH:26]=2)=[O:22])=[CH:17][C:16]=1[Br:32].CC(C)(OC([N:47]1[C:51]2[CH:52]=[CH:53][C:54]([CH:56]=O)=[CH:55][C:50]=2[N:49]=[N:48]1)=O)C. Product: [CH3:9][O:10][C:11](=[O:40])/[C:12](/[NH:13][C:14](=[O:33])[C:15]1[CH:20]=[CH:19][C:18]([C:21]([NH:23][CH2:24][C:25]2[CH:30]=[CH:29][CH:28]=[C:27]([OH:31])[CH:26]=2)=[O:22])=[CH:17][C:16]=1[Br:32])=[CH:56]/[C:54]1[CH:53]=[CH:52][C:51]2[NH:47][N:48]=[N:49][C:50]=2[CH:55]=1. The catalyst class is: 7. (4) The catalyst class is: 7. Product: [C:7]([N:11]1[CH2:15][C@@H:14]([C:16]2[CH:21]=[CH:20][C:19]([F:22])=[CH:18][C:17]=2[F:23])[C@H:13]([C:24]([N:26]2[CH2:27][CH:28]=[C:29]([C:32]3[CH:37]=[CH:36][C:35]([Cl:38])=[CH:34][C:33]=3[CH:39]([CH3:44])[C:40]([OH:42])=[O:41])[CH2:30][CH2:31]2)=[O:25])[CH2:12]1)([CH3:10])([CH3:8])[CH3:9]. Reactant: C[Si](C)(C)[O-].[K+].[C:7]([N:11]1[CH2:15][C@@H:14]([C:16]2[CH:21]=[CH:20][C:19]([F:22])=[CH:18][C:17]=2[F:23])[C@H:13]([C:24]([N:26]2[CH2:31][CH2:30][CH:29]([C:32]3[CH:37]=[CH:36][C:35]([Cl:38])=[CH:34][C:33]=3[CH:39]([CH3:44])[C:40]([O:42]C)=[O:41])[CH2:28][CH2:27]2)=[O:25])[CH2:12]1)([CH3:10])([CH3:9])[CH3:8]. (5) Reactant: [C:1]([C:3]1[CH:11]=[CH:10][CH:9]=[C:8]2[C:4]=1[CH:5]=[CH:6][N:7]2[CH2:12][CH2:13][CH2:14][C:15]([O:17][CH2:18][CH3:19])=[O:16])#[N:2].[NH2:20][OH:21].Cl.C([O-])(O)=O.[Na+]. Product: [OH:21][NH:20][C:1](=[NH:2])[C:3]1[CH:11]=[CH:10][CH:9]=[C:8]2[C:4]=1[CH:5]=[CH:6][N:7]2[CH2:12][CH2:13][CH2:14][C:15]([O:17][CH2:18][CH3:19])=[O:16]. The catalyst class is: 14. (6) The catalyst class is: 28. Product: [CH3:22][O:21][C:15]1[CH:14]=[C:13]2[C:18](=[CH:17][C:16]=1[O:19][CH3:20])[C:9](=[O:8])[NH:10][CH:11]=[C:12]2[C:23]#[N:24]. Reactant: S(=O)(=O)(O)O.C([O:8][C:9](=O)[NH:10][CH:11]=[C:12]([C:23]#[N:24])[C:13]1[CH:18]=[CH:17][C:16]([O:19][CH3:20])=[C:15]([O:21][CH3:22])[CH:14]=1)C.C1(OC2C=CC=CC=2)C=CC=CC=1.